Dataset: Reaction yield outcomes from USPTO patents with 853,638 reactions. Task: Predict the reaction yield, written as a fraction of the theoretical maximum amount of product (1.0 means a 100% yield; for example, 0.34 means a 34% yield). (1) The reactants are C[O:2][C:3]1[CH:8]=[CH:7][C:6]([N:9]2[CH:13]=[CH:12][CH:11]=[N:10]2)=[CH:5][CH:4]=1.B(Br)(Br)Br. The catalyst is C(Cl)Cl. The product is [N:9]1([C:6]2[CH:7]=[CH:8][C:3]([OH:2])=[CH:4][CH:5]=2)[CH:13]=[CH:12][CH:11]=[N:10]1. The yield is 0.500. (2) The reactants are C[O:2][C:3]([C:5]1[CH:17]=[CH:16][C:8]2[N:9]([CH2:12][CH2:13][C:14]#[N:15])[CH:10]=[N:11][C:7]=2[CH:6]=1)=[O:4].[Li+].[OH-].CO. The catalyst is C1COCC1.O. The product is [C:14]([CH2:13][CH2:12][N:9]1[C:8]2[CH:16]=[CH:17][C:5]([C:3]([OH:4])=[O:2])=[CH:6][C:7]=2[N:11]=[CH:10]1)#[N:15]. The yield is 0.950. (3) The reactants are [BH4-].[Na+].[C:3]([O:7][C:8]([N:10]1[CH2:14][C@H:13]([O:15][CH2:16][C:17]2[CH:22]=[CH:21][CH:20]=[CH:19][CH:18]=2)[CH2:12][C@@H:11]1[C@@H:23]([OH:37])[C@@H:24]([N+:34]([O-])=O)[CH2:25][C:26]1[CH:31]=[C:30]([F:32])[CH:29]=[C:28]([F:33])[CH:27]=1)=[O:9])([CH3:6])([CH3:5])[CH3:4].O. The catalyst is CO.[Ni](Cl)Cl. The product is [C:3]([O:7][C:8]([N:10]1[CH2:14][C@H:13]([O:15][CH2:16][C:17]2[CH:22]=[CH:21][CH:20]=[CH:19][CH:18]=2)[CH2:12][C@@H:11]1[C@@H:23]([OH:37])[C@@H:24]([NH2:34])[CH2:25][C:26]1[CH:27]=[C:28]([F:33])[CH:29]=[C:30]([F:32])[CH:31]=1)=[O:9])([CH3:6])([CH3:4])[CH3:5]. The yield is 0.950. (4) The reactants are [CH3:1][N:2]1[CH2:7][CH2:6][N:5]([CH2:8][C:9]([OH:11])=O)[CH2:4][CH2:3]1.CCN(C(C)C)C(C)C.CN(C(ON1N=NC2C=CC=NC1=2)=[N+](C)C)C.F[P-](F)(F)(F)(F)F.FC(F)(F)C([O-])=O.[C:52]([C:55]1[CH:56]=[CH:57][C:58]2[C:59]([CH:75]3[CH2:80][CH2:79][CH2:78][CH2:77][CH2:76]3)=[C:60]3[C:67]4[CH:68]=[CH:69][C:70]([F:72])=[CH:71][C:66]=4[CH2:65][NH2+:64][CH2:63][CH2:62][N:61]3[C:73]=2[CH:74]=1)([OH:54])=[O:53]. The catalyst is C(Cl)Cl.CN(C=O)C. The product is [CH:75]1([C:59]2[C:58]3[CH:57]=[CH:56][C:55]([C:52]([OH:54])=[O:53])=[CH:74][C:73]=3[N:61]3[CH2:62][CH2:63][N:64]([C:9](=[O:11])[CH2:8][N:5]4[CH2:4][CH2:3][N:2]([CH3:1])[CH2:7][CH2:6]4)[CH2:65][C:66]4[CH:71]=[C:70]([F:72])[CH:69]=[CH:68][C:67]=4[C:60]=23)[CH2:76][CH2:77][CH2:78][CH2:79][CH2:80]1. The yield is 0.510. (5) The reactants are [CH:1]1([OH:7])[CH2:5][CH2:4][CH:3]([OH:6])[CH2:2]1.N1C=CN=C1.[Si:13](Cl)([C:16]([CH3:19])([CH3:18])[CH3:17])([CH3:15])[CH3:14].O. The catalyst is CN(C=O)C. The product is [Si:13]([O:6][CH:3]1[CH2:4][CH2:5][CH:1]([OH:7])[CH2:2]1)([C:16]([CH3:19])([CH3:18])[CH3:17])([CH3:15])[CH3:14]. The yield is 0.330. (6) The reactants are [OH:1][CH:2]1[CH2:11][C:10]2[C:9]([NH:12][C:13]([NH:15][C:16]3[CH:21]=[CH:20][CH:19]=[C:18](I)[CH:17]=3)=[O:14])=[CH:8][CH:7]=[CH:6][C:5]=2[CH2:4][CH2:3]1.[C:23]1([CH3:32])[CH:28]=[CH:27][C:26](B(O)O)=[CH:25][CH:24]=1.C(=O)(O)[O-].[Na+].C(OC(=O)C)C. The catalyst is C1COCC1.C1C=CC([P]([Pd]([P](C2C=CC=CC=2)(C2C=CC=CC=2)C2C=CC=CC=2)([P](C2C=CC=CC=2)(C2C=CC=CC=2)C2C=CC=CC=2)[P](C2C=CC=CC=2)(C2C=CC=CC=2)C2C=CC=CC=2)(C2C=CC=CC=2)C2C=CC=CC=2)=CC=1. The product is [OH:1][CH:2]1[CH2:11][C:10]2[C:9]([NH:12][C:13]([NH:15][C:16]3[CH:17]=[C:18]([C:26]4[CH:27]=[CH:28][C:23]([CH3:32])=[CH:24][CH:25]=4)[CH:19]=[CH:20][CH:21]=3)=[O:14])=[CH:8][CH:7]=[CH:6][C:5]=2[CH2:4][CH2:3]1. The yield is 0.340. (7) The reactants are [CH2:1]([OH:14])[CH:2]([OH:13])[CH2:3][CH2:4][CH2:5][CH2:6][CH2:7][CH2:8][CH2:9][CH2:10][CH2:11][CH3:12].[Cl-].[C:16]([SiH:20]([CH3:22])[CH3:21])([CH3:19])([CH3:18])[CH3:17]. The catalyst is CN(C1C=CN=CC=1)C.C(N(CC)CC)C. The product is [Si:20]([O:14][CH2:1][CH:2]([OH:13])[CH2:3][CH2:4][CH2:5][CH2:6][CH2:7][CH2:8][CH2:9][CH2:10][CH2:11][CH3:12])([C:16]([CH3:19])([CH3:18])[CH3:17])([CH3:22])[CH3:21]. The yield is 1.00. (8) The reactants are [Br:1][C:2]1[CH:3]=[C:4]2[C:9](=[C:10]([P:12](=[O:19])([O:16][CH2:17][CH3:18])[O:13][CH2:14][CH3:15])[CH:11]=1)[N:8]=[C:7]([CH:20]=[O:21])[CH:6]=[CH:5]2.[CH2:22]([Mg]Br)[CH:23]([CH3:25])[CH3:24].C1COCC1. The catalyst is C1(C)C=CC=CC=1. The product is [Br:1][C:2]1[CH:3]=[C:4]2[C:9](=[C:10]([P:12](=[O:19])([O:16][CH2:17][CH3:18])[O:13][CH2:14][CH3:15])[CH:11]=1)[N:8]=[C:7]([CH:20]([OH:21])[CH2:22][CH:23]([CH3:25])[CH3:24])[CH:6]=[CH:5]2. The yield is 0.530. (9) The reactants are [C:1]([O:5][C:6]([N:8]1[CH2:13][CH2:12][NH:11][CH:10]=[C:9]1[C:14]([O:16][CH2:17][CH3:18])=[O:15])=[O:7])([CH3:4])([CH3:3])[CH3:2].O. The catalyst is CC(O)=O.[Pd].[H][H]. The product is [C:1]([O:5][C:6]([N:8]1[CH2:13][CH2:12][NH:11][CH2:10][CH:9]1[C:14]([O:16][CH2:17][CH3:18])=[O:15])=[O:7])([CH3:4])([CH3:3])[CH3:2]. The yield is 0.979. (10) The reactants are [Br:1][C:2]1[CH:7]=[CH:6][C:5]([NH:8][C:9]2[C:10]([C:20](=[O:26])[CH2:21][O:22]COC)=[CH:11][C:12]3[N:16]([CH3:17])[CH:15]=[N:14][C:13]=3[C:18]=2[F:19])=[C:4]([Cl:27])[CH:3]=1.Cl.CO.C([O-])(O)=O.[Na+]. The catalyst is CCOC(C)=O.O. The product is [Br:1][C:2]1[CH:7]=[CH:6][C:5]([NH:8][C:9]2[C:10]([C:20](=[O:26])[CH2:21][OH:22])=[CH:11][C:12]3[N:16]([CH3:17])[CH:15]=[N:14][C:13]=3[C:18]=2[F:19])=[C:4]([Cl:27])[CH:3]=1. The yield is 0.540.